This data is from M1 muscarinic receptor antagonist screen with 61,756 compounds. The task is: Binary Classification. Given a drug SMILES string, predict its activity (active/inactive) in a high-throughput screening assay against a specified biological target. (1) The compound is O=C1N(C(=O)C2C1C1CC2C=C1)CC(=O)NCCC=1CCCCC1. The result is 0 (inactive). (2) The molecule is O1C2(OCC1)CCN(CC2)C(=O)C1CN(C2CCCCC2)C(=O)C1. The result is 0 (inactive). (3) The drug is Fc1ccc(Cn2c3c(nc2c2nonc2N)cccc3)cc1. The result is 0 (inactive). (4) The molecule is Clc1ccc(Oc2cc(ccc2)/C=N\n2cnnc2)cc1. The result is 0 (inactive). (5) The compound is O=C(N1CCN(CC1)Cc1cc2OCOc2cc1)c1c2n(nc1)c(c(c(n2)C)Cc1c(cccc1)C)C. The result is 0 (inactive).